Dataset: Catalyst prediction with 721,799 reactions and 888 catalyst types from USPTO. Task: Predict which catalyst facilitates the given reaction. (1) Reactant: [Br:1][C:2]1[CH:27]=[C:26]([F:28])[CH:25]=[CH:24][C:3]=1[O:4][C:5]1[C:6]([NH:20][C:21]([NH2:23])=[S:22])=[N:7][CH:8]=[C:9]([S:11][C:12]2[CH:17]=[CH:16][CH:15]=[C:14]([O:18][CH3:19])[CH:13]=2)[CH:10]=1.C(N(CC)CC)C.Br[CH2:37][C:38]([CH:40]1[CH2:45][CH2:44][N:43]([C:46]([O:48][C:49]([CH3:52])([CH3:51])[CH3:50])=[O:47])[CH2:42][CH2:41]1)=O. Product: [Br:1][C:2]1[CH:27]=[C:26]([F:28])[CH:25]=[CH:24][C:3]=1[O:4][C:5]1[C:6]([NH:20][C:21]2[S:22][CH:37]=[C:38]([CH:40]3[CH2:41][CH2:42][N:43]([C:46]([O:48][C:49]([CH3:52])([CH3:51])[CH3:50])=[O:47])[CH2:44][CH2:45]3)[N:23]=2)=[N:7][CH:8]=[C:9]([S:11][C:12]2[CH:17]=[CH:16][CH:15]=[C:14]([O:18][CH3:19])[CH:13]=2)[CH:10]=1. The catalyst class is: 14. (2) Reactant: Cl[C:2]1[CH:7]=[C:6]([C:8]#[N:9])[CH:5]=[CH:4][N:3]=1.[F:10][C:11]([F:23])([F:22])[O:12][C:13]1[CH:18]=[CH:17][C:16](B(O)O)=[CH:15][CH:14]=1.C([O-])(O)=O.[Na+]. Product: [F:10][C:11]([F:22])([F:23])[O:12][C:13]1[CH:18]=[CH:17][C:16]([C:2]2[CH:7]=[C:6]([C:8]#[N:9])[CH:5]=[CH:4][N:3]=2)=[CH:15][CH:14]=1. The catalyst class is: 149.